From a dataset of Reaction yield outcomes from USPTO patents with 853,638 reactions. Predict the reaction yield, written as a fraction of the theoretical maximum amount of product (1.0 means a 100% yield; for example, 0.34 means a 34% yield). The reactants are Cl.[F:2][C:3]1([F:14])[CH2:7][NH:6][C@@H:5]([CH2:8][CH:9]([CH3:13])[C:10]([OH:12])=[O:11])[CH2:4]1.Br[CH2:16][C:17]1[NH:22][C:21]([C:23]2[S:24][CH:25]=[CH:26][N:27]=2)=[N:20][C@@H:19]([C:28]2[CH:33]=[CH:32][C:31]([Cl:34])=[CH:30][C:29]=2[Cl:35])[C:18]=1[C:36]([O:38][CH2:39][CH3:40])=[O:37].C(=O)([O-])[O-].[K+].[K+]. The catalyst is C(O)C. The product is [Cl:35][C:29]1[CH:30]=[C:31]([Cl:34])[CH:32]=[CH:33][C:28]=1[C@@H:19]1[N:20]=[C:21]([C:23]2[S:24][CH:25]=[CH:26][N:27]=2)[NH:22][C:17]([CH2:16][N:6]2[CH2:7][C:3]([F:2])([F:14])[CH2:4][C@@H:5]2[CH2:8][CH:9]([CH3:13])[C:10]([OH:12])=[O:11])=[C:18]1[C:36]([O:38][CH2:39][CH3:40])=[O:37]. The yield is 0.570.